Predict the product of the given reaction. From a dataset of Forward reaction prediction with 1.9M reactions from USPTO patents (1976-2016). (1) Given the reactants O[C:2]1[CH:10]=[C:9]2[C:5]([CH2:6][O:7][C:8]2=[O:11])=[CH:4][CH:3]=1.[CH:12]1(Br)[CH2:17][CH2:16][CH2:15][CH2:14][CH2:13]1.CS(C)=[O:21], predict the reaction product. The product is: [CH:12]1([O:21][C:4]2[CH:3]=[CH:2][CH:10]=[C:9]3[C:5]=2[CH2:6][O:7][C:8]3=[O:11])[CH2:17][CH2:16][CH2:15][CH2:14][CH2:13]1. (2) The product is: [C:12]([O:11][C:9]([N:16]1[C:20]2[CH:21]=[CH:22][C:23]([C:25]([OH:27])=[O:26])=[CH:24][C:19]=2[N:18]=[CH:17]1)=[O:10])([CH3:13])([CH3:14])[CH3:15]. Given the reactants [C:9](O[C:9]([O:11][C:12]([CH3:15])([CH3:14])[CH3:13])=[O:10])([O:11][C:12]([CH3:15])([CH3:14])[CH3:13])=[O:10].[N:16]1[C:20]2[CH:21]=[CH:22][C:23]([C:25]([OH:27])=[O:26])=[CH:24][C:19]=2[NH:18][CH:17]=1, predict the reaction product. (3) Given the reactants Cl[C:2]1[CH:11]=[CH:10][N:9]=[C:8]2[C:3]=1[CH:4]=[CH:5][C:6]([C:12]1[C:17]([CH3:18])=[CH:16][C:15]([F:19])=[CH:14][N:13]=1)=[N:7]2.[NH2:20][C:21]1[N:26]=[CH:25][C:24]([C:27]([F:30])([F:29])[F:28])=[CH:23][N:22]=1.CC1(C)C2C(=C(P(C3C=CC=CC=3)C3C=CC=CC=3)C=CC=2)OC2C(P(C3C=CC=CC=3)C3C=CC=CC=3)=CC=CC1=2.C([O-])([O-])=O.[Cs+].[Cs+], predict the reaction product. The product is: [F:19][C:15]1[CH:16]=[C:17]([CH3:18])[C:12]([C:6]2[N:7]=[C:8]3[C:3]([C:2]([NH:20][C:21]4[N:22]=[CH:23][C:24]([C:27]([F:30])([F:28])[F:29])=[CH:25][N:26]=4)=[CH:11][CH:10]=[N:9]3)=[CH:4][CH:5]=2)=[N:13][CH:14]=1. (4) Given the reactants [CH3:1][O:2][C:3]1[CH:8]=[CH:7][C:6]([C:9]2[CH:10]=[CH:11][C:12](=[O:15])[NH:13][CH:14]=2)=[CH:5][CH:4]=1.[Cl:16][CH2:17][C:18]1[CH:19]=[CH:20][C:21]([C:24]([F:27])([F:26])[F:25])=[N:22][CH:23]=1, predict the reaction product. The product is: [ClH:16].[CH3:1][O:2][C:3]1[CH:8]=[CH:7][C:6]([C:9]2[CH:10]=[CH:11][C:12](=[O:15])[N:13]([CH2:17][C:18]3[CH:23]=[N:22][C:21]([C:24]([F:27])([F:25])[F:26])=[CH:20][CH:19]=3)[CH:14]=2)=[CH:5][CH:4]=1. (5) Given the reactants [NH2:1][C:2]1[CH:7]=[C:6]([OH:8])[C:5]([O:9][CH3:10])=[CH:4][C:3]=1[C:11]([C:13]1[CH:18]=[CH:17][C:16]([CH:19]([CH3:21])[CH3:20])=[CH:15][CH:14]=1)=[O:12].[CH3:22][O:23][C:24]1[CH:25]=[C:26]([C:32]([CH3:36])([CH3:35])[CH:33]=O)[CH:27]=[C:28]([O:30][CH3:31])[CH:29]=1.[BH3-]C#N.[Na+], predict the reaction product. The product is: [CH3:31][O:30][C:28]1[CH:27]=[C:26]([C:32]([CH3:36])([CH3:35])[CH2:33][NH:1][C:2]2[CH:7]=[C:6]([OH:8])[C:5]([O:9][CH3:10])=[CH:4][C:3]=2[C:11]([C:13]2[CH:18]=[CH:17][C:16]([CH:19]([CH3:21])[CH3:20])=[CH:15][CH:14]=2)=[O:12])[CH:25]=[C:24]([O:23][CH3:22])[CH:29]=1. (6) Given the reactants [N:1]([CH2:4][C@H:5]1[N:9]([C:10]([O:12][C:13]([CH3:16])([CH3:15])[CH3:14])=[O:11])[C:8](=[O:17])[C@H:7]([CH2:18][CH2:19][CH2:20][Cl:21])[CH2:6]1)=[N+:2]=[N-:3].[BH4-].[Na+], predict the reaction product. The product is: [N:1]([CH2:4][C@@H:5]([NH:9][C:10](=[O:11])[O:12][C:13]([CH3:15])([CH3:14])[CH3:16])[CH2:6][C@H:7]([CH2:8][OH:17])[CH2:18][CH2:19][CH2:20][Cl:21])=[N+:2]=[N-:3].